This data is from Full USPTO retrosynthesis dataset with 1.9M reactions from patents (1976-2016). The task is: Predict the reactants needed to synthesize the given product. (1) Given the product [CH2:3]([CH:2]1[O:12][C:10](=[O:11])[C:6]2[S:7][CH:8]=[CH:9][C:5]1=2)[CH3:4], predict the reactants needed to synthesize it. The reactants are: O[CH:2]([C:5]1[CH:9]=[CH:8][S:7][C:6]=1[C:10]([OH:12])=[O:11])[CH2:3][CH3:4].S(Cl)(C1C=CC(C)=CC=1)(=O)=O. (2) Given the product [CH3:40][O:39][C:33]1[CH:32]=[C:31]([CH:36]=[CH:35][C:34]=1[O:37][CH3:38])[C:30]([NH:29][C:26]1[CH:25]=[CH:24][C:23]([C:20]([CH3:22])([CH3:21])[CH2:19][NH:18][C:15]([C:5]2[C:4]3[C:8](=[CH:9][CH:10]=[C:2]([F:1])[CH:3]=3)[N:7]([CH2:11][CH2:12][O:13][CH3:14])[CH:6]=2)=[O:17])=[CH:28][CH:27]=1)=[O:41], predict the reactants needed to synthesize it. The reactants are: [F:1][C:2]1[CH:3]=[C:4]2[C:8](=[CH:9][CH:10]=1)[N:7]([CH2:11][CH2:12][O:13][CH3:14])[CH:6]=[C:5]2[C:15]([OH:17])=O.[NH2:18][CH2:19][C:20]([C:23]1[CH:28]=[CH:27][C:26]([NH:29][C:30](=[O:41])[C:31]2[CH:36]=[CH:35][C:34]([O:37][CH3:38])=[C:33]([O:39][CH3:40])[CH:32]=2)=[CH:25][CH:24]=1)([CH3:22])[CH3:21].C1C=CC2N(O)N=NC=2C=1.C(Cl)CCl. (3) Given the product [C:1]([O:5][C:6]([N:8]1[CH2:13][CH2:12][N:11]([CH2:14][C:15]2[CH:20]=[C:19]([O:21][Si:28]([C:24]([CH3:27])([CH3:26])[CH3:25])([C:36]3[CH:37]=[CH:38][CH:39]=[CH:40][CH:41]=3)[C:30]3[CH:35]=[CH:34][CH:33]=[CH:32][CH:31]=3)[CH:18]=[CH:17][C:16]=2[F:22])[C:10](=[O:23])[CH2:9]1)=[O:7])([CH3:4])([CH3:2])[CH3:3], predict the reactants needed to synthesize it. The reactants are: [C:1]([O:5][C:6]([N:8]1[CH2:13][CH2:12][N:11]([CH2:14][C:15]2[CH:20]=[C:19]([OH:21])[CH:18]=[CH:17][C:16]=2[F:22])[C:10](=[O:23])[CH2:9]1)=[O:7])([CH3:4])([CH3:3])[CH3:2].[C:24]([Si:28]([C:36]1[CH:41]=[CH:40][CH:39]=[CH:38][CH:37]=1)([C:30]1[CH:35]=[CH:34][CH:33]=[CH:32][CH:31]=1)Cl)([CH3:27])([CH3:26])[CH3:25].N1C=CN=C1.CCOC(C)=O. (4) Given the product [F:16][C:17]1[CH:18]=[C:19]([N:23]2[C:27]3=[N:28][CH:29]=[CH:30][CH:31]=[C:26]3[CH:25]=[C:24]2[CH:32]([NH:34][C:9](=[O:10])[O:11][C:12]([CH3:13])([CH3:14])[CH3:15])[CH3:33])[CH:20]=[CH:21][CH:22]=1, predict the reactants needed to synthesize it. The reactants are: [C:12]([O:11][C:9](O[C:9]([O:11][C:12]([CH3:15])([CH3:14])[CH3:13])=[O:10])=[O:10])([CH3:15])([CH3:14])[CH3:13].[F:16][C:17]1[CH:18]=[C:19]([N:23]2[C:27]3=[N:28][CH:29]=[CH:30][CH:31]=[C:26]3[CH:25]=[C:24]2[CH:32]([NH2:34])[CH3:33])[CH:20]=[CH:21][CH:22]=1.C(N(CC)CC)C. (5) Given the product [Br:1][C:2]1[C:10]2[O:11][CH2:12][CH2:13][C:9]=2[C:8]2/[C:7](=[CH:21]/[C:22]#[N:23])/[CH2:6][CH2:5][C:4]=2[C:3]=1[Br:15], predict the reactants needed to synthesize it. The reactants are: [Br:1][C:2]1[C:10]2[O:11][CH2:12][CH2:13][C:9]=2[C:8]2[C:7](=O)[CH2:6][CH2:5][C:4]=2[C:3]=1[Br:15].CCOP(OCC)([CH2:21][C:22]#[N:23])=O.C[O-].[Na+].O. (6) Given the product [CH3:28][C:26]1[CH:25]=[C:24]([C:29]2[C:37]3[C:32](=[CH:33][CH:34]=[CH:35][CH:36]=3)[CH:31]([Si:7]([CH3:17])([CH3:18])[CH:8]3[C:12]([CH3:13])=[C:11]([CH3:14])[C:10]([CH3:15])=[C:9]3[CH3:16])[CH:30]=2)[CH:23]=[C:22]([CH3:21])[CH:27]=1, predict the reactants needed to synthesize it. The reactants are: FC(F)(F)S(O[Si:7]([CH3:18])([CH3:17])[CH:8]1[C:12]([CH3:13])=[C:11]([CH3:14])[C:10]([CH3:15])=[C:9]1[CH3:16])(=O)=O.[CH3:21][C:22]1[CH:23]=[C:24]([C-:29]2[C:37]3[C:32](=[CH:33][CH:34]=[CH:35][CH:36]=3)[CH:31]=[CH:30]2)[CH:25]=[C:26]([CH3:28])[CH:27]=1.[Li+]. (7) Given the product [CH2:10]([N:12]([CH2:13][C:14]([CH2:20][NH:21][C:22]1[CH:30]=[CH:29][CH:28]=[C:27]2[C:23]=1[CH:24]=[N:25][N:26]2[C:31]1[CH:32]=[CH:33][C:34]([F:37])=[CH:35][CH:36]=1)([OH:19])[C:15]([F:17])([F:18])[F:16])[C:1](=[O:9])[C:2]1[CH:3]=[CH:4][CH:5]=[CH:6][CH:7]=1)[CH3:11], predict the reactants needed to synthesize it. The reactants are: [C:1]([OH:9])(=O)[C:2]1[CH:7]=[CH:6][CH:5]=[CH:4][CH:3]=1.[CH2:10]([NH:12][CH2:13][C:14]([CH2:20][NH:21][C:22]1[CH:30]=[CH:29][CH:28]=[C:27]2[C:23]=1[CH:24]=[N:25][N:26]2[C:31]1[CH:36]=[CH:35][C:34]([F:37])=[CH:33][CH:32]=1)([OH:19])[C:15]([F:18])([F:17])[F:16])[CH3:11].